From a dataset of Catalyst prediction with 721,799 reactions and 888 catalyst types from USPTO. Predict which catalyst facilitates the given reaction. (1) Reactant: [CH3:1][N:2]([CH2:4][CH2:5][N:6]1[C:20](=[O:21])[C:15]2=[CH:16][C:17]([NH2:19])=[CH:18][C:13]3[C:14]2=[C:9]([CH:10]=[CH:11][CH:12]=3)[C:7]1=[O:8])[CH3:3].[Cl:22][C:23]1[CH:28]=[CH:27][C:26]([CH2:29][C:30](Cl)=[O:31])=[CH:25][CH:24]=1. Product: [Cl:22][C:23]1[CH:28]=[CH:27][C:26]([CH2:29][C:30]([NH:19][C:17]2[CH:18]=[C:13]3[CH:12]=[CH:11][CH:10]=[C:9]4[C:14]3=[C:15]([CH:16]=2)[C:20](=[O:21])[N:6]([CH2:5][CH2:4][N:2]([CH3:1])[CH3:3])[C:7]4=[O:8])=[O:31])=[CH:25][CH:24]=1. The catalyst class is: 10. (2) Reactant: [O-]CC.[Na+].[F:5][C:6]1[CH:11]=[CH:10][C:9]([C:12](=[O:14])[CH3:13])=[CH:8][CH:7]=1.[C:15](OCC)(=[O:21])[C:16]([O:18][CH2:19][CH3:20])=[O:17].Cl. Product: [F:5][C:6]1[CH:11]=[CH:10][C:9]([C:12](=[O:14])[CH2:13][C:15](=[O:21])[C:16]([O:18][CH2:19][CH3:20])=[O:17])=[CH:8][CH:7]=1. The catalyst class is: 8. (3) Reactant: C[O:2][C:3](=O)[CH2:4][CH2:5][C:6]1[N:7]=[CH:8][N:9]([C:11]([C:24]2[CH:29]=[CH:28][CH:27]=[CH:26][CH:25]=2)([C:18]2[CH:23]=[CH:22][CH:21]=[CH:20][CH:19]=2)[C:12]2[CH:17]=[CH:16][CH:15]=[CH:14][CH:13]=2)[CH:10]=1.C1(C)C=CC=CC=1.CC(C[AlH]CC(C)C)C.[C@H](O)(C([O-])=O)[C@@H](O)C([O-])=O.[Na+].[K+]. Product: [C:11]([N:9]1[CH:10]=[C:6]([CH2:5][CH2:4][CH:3]=[O:2])[N:7]=[CH:8]1)([C:24]1[CH:25]=[CH:26][CH:27]=[CH:28][CH:29]=1)([C:18]1[CH:19]=[CH:20][CH:21]=[CH:22][CH:23]=1)[C:12]1[CH:17]=[CH:16][CH:15]=[CH:14][CH:13]=1. The catalyst class is: 61.